From a dataset of Reaction yield outcomes from USPTO patents with 853,638 reactions. Predict the reaction yield, written as a fraction of the theoretical maximum amount of product (1.0 means a 100% yield; for example, 0.34 means a 34% yield). (1) The reactants are [F:1][C:2]1[N:7]=[C:6]2[O:8][C:9]([C:11]3[CH:12]=[C:13]4[CH:19]=[CH:18][N:17](CC5C=CC(OC)=CC=5)[C:14]4=[N:15][CH:16]=3)=[N:10][C:5]2=[CH:4][CH:3]=1. The catalyst is C(O)(C(F)(F)F)=O. The product is [F:1][C:2]1[N:7]=[C:6]2[O:8][C:9]([C:11]3[CH:12]=[C:13]4[CH:19]=[CH:18][NH:17][C:14]4=[N:15][CH:16]=3)=[N:10][C:5]2=[CH:4][CH:3]=1. The yield is 0.0600. (2) The reactants are Br[C:2]1[CH:3]=[C:4]([O:11][CH3:12])[C:5]2[O:9][CH2:8][O:7][C:6]=2[CH:10]=1.[Cl-].[Li+].C([Mg+])(C)C.[Cl-].C(O[B:24]1[O:28][C:27]([CH3:30])([CH3:29])[C:26]([CH3:32])([CH3:31])[O:25]1)(C)C.[NH4+].[Cl-].Cl. The catalyst is O1CCCC1.C(OCC)(=O)C. The product is [CH3:12][O:11][C:4]1[C:5]2[O:9][CH2:8][O:7][C:6]=2[CH:10]=[C:2]([B:24]2[O:28][C:27]([CH3:30])([CH3:29])[C:26]([CH3:32])([CH3:31])[O:25]2)[CH:3]=1. The yield is 0.330. (3) The reactants are [C:1]1([C:7]([C:15]2[CH:20]=[CH:19][CH:18]=[CH:17][CH:16]=2)([CH:9]2[CH2:14][CH2:13][NH:12][CH2:11][CH2:10]2)[OH:8])[CH:6]=[CH:5][CH:4]=[CH:3][CH:2]=1.[C:21]([C:25]1[CH:30]=[CH:29][C:28]([C:31](=[O:36])[CH2:32][CH2:33][CH2:34]Cl)=[CH:27][CH:26]=1)([CH3:24])([CH3:23])[CH3:22].C(=O)(O)[O-].[Na+]. The catalyst is O.CC(=O)CC. The product is [C:21]([C:25]1[CH:26]=[CH:27][C:28]([C:31](=[O:36])[CH2:32][CH2:33][CH2:34][N:12]2[CH2:13][CH2:14][CH:9]([C:7]([OH:8])([C:15]3[CH:20]=[CH:19][CH:18]=[CH:17][CH:16]=3)[C:1]3[CH:2]=[CH:3][CH:4]=[CH:5][CH:6]=3)[CH2:10][CH2:11]2)=[CH:29][CH:30]=1)([CH3:24])([CH3:23])[CH3:22]. The yield is 0.690. (4) The reactants are [CH3:1][S:2]([C:5]1[CH:10]=[CH:9][C:8]([C:11]([N:13]2[CH2:19][C:18]3[CH:20]=[C:21]([C:24]4[CH:30]=[CH:29][C:27]([NH2:28])=[C:26]([N+:31]([O-])=O)[CH:25]=4)[CH:22]=[CH:23][C:17]=3[O:16][CH2:15][CH2:14]2)=[O:12])=[CH:7][CH:6]=1)(=[O:4])=[O:3]. The catalyst is CO.CC(O)=O.[Pd]. The product is [NH2:31][C:26]1[CH:25]=[C:24]([C:21]2[CH:22]=[CH:23][C:17]3[O:16][CH2:15][CH2:14][N:13]([C:11]([C:8]4[CH:9]=[CH:10][C:5]([S:2]([CH3:1])(=[O:4])=[O:3])=[CH:6][CH:7]=4)=[O:12])[CH2:19][C:18]=3[CH:20]=2)[CH:30]=[CH:29][C:27]=1[NH2:28]. The yield is 0.820. (5) The reactants are [CH3:1][C:2]1[CH:6]=[CH:5][NH:4][N:3]=1.[H-].[Na+].F[C:10]1[CH:11]=[N:12][CH:13]=[CH:14][CH:15]=1.O. The catalyst is CN(C)C=O. The product is [CH3:1][C:2]1[CH:6]=[CH:5][N:4]([C:10]2[CH:11]=[N:12][CH:13]=[CH:14][CH:15]=2)[N:3]=1.[CH3:1][C:2]1[N:3]([C:10]2[CH:11]=[N:12][CH:13]=[CH:14][CH:15]=2)[N:4]=[CH:5][CH:6]=1. The yield is 0.512. (6) The reactants are Br[C:2]1[CH:7]=[CH:6][C:5]([CH2:8][CH3:9])=[CH:4][CH:3]=1.[Mg].[B:11](OC)([O:14]C)[O:12]C. The catalyst is CCOCC. The product is [CH2:8]([C:5]1[CH:6]=[CH:7][C:2]([B:11]([OH:14])[OH:12])=[CH:3][CH:4]=1)[CH3:9]. The yield is 0.380.